From a dataset of Peptide-MHC class II binding affinity with 134,281 pairs from IEDB. Regression. Given a peptide amino acid sequence and an MHC pseudo amino acid sequence, predict their binding affinity value. This is MHC class II binding data. The peptide sequence is TLVLKMLHSSSLTSL. The MHC is DRB1_0401 with pseudo-sequence DRB1_0401. The binding affinity (normalized) is 0.711.